From a dataset of Experimentally validated miRNA-target interactions with 360,000+ pairs, plus equal number of negative samples. Binary Classification. Given a miRNA mature sequence and a target amino acid sequence, predict their likelihood of interaction. (1) The miRNA is mmu-miR-466b-5p with sequence UGAUGUGUGUGUACAUGUACAU. The protein sequence of the target gene is MPSEQKQLFCDEKQTTLKKDYDVKNEIVDRSAPKPKISGSIHYALKNVKIDLPKINIPNEVLLKHEVDKYRKLFQSKQQTARKSISIKTVSCVEECTLLHKSERAEEEGVKMSAKILNFSCLKCRDNTRYSPNDLQKHFQMWHHGELPSYPCEMCNFSANDFQVFKQHRRTHRSTLVKCDICNNESVYTLLNLTKHFTSTHCVNGNFQCEKCKFSTQDVGTFVQHIHRHNEIHYKCGKCHHVCFTKGELQKHLHIHSGTFPFTCQYCSYGATRREHLVRHVITLHKEHLYAKEKLEKDKY.... Result: 0 (no interaction). (2) The miRNA is hsa-miR-3925-3p with sequence ACUCCAGUUUUAGUUCUCUUG. The protein sequence of the target gene is MKSDCMQTTICQERKKDPIEMFHSGQLVKVCAPMVRYSKLAFRTLVRKYSCDLCYTPMIVAADFVKSIKARDSEFTTNQGDCPLIVQFAANDARLLSDAARIVCPYANGIDINCGCPQRWAMAEGYGACLINKPELVQDMVKQVRNQVETPGFSVSIKIRIHDDLKRTVDLCQKAEATGVSWITVHGRTAEERHQPVHYDSIKIIKENMSIPVIANGDIRSLKEAENVWRITGTDGVMVARGLLANPAMFAGYEETPLKCIWDWVDIALELGTPYMCFHQHLMYMMEKITSRQEKRVFNA.... Result: 0 (no interaction). (3) The miRNA is hsa-miR-4666a-3p with sequence CAUACAAUCUGACAUGUAUUU. The protein sequence of the target gene is MPHLLVTFRDVAIDFSQEEWECLDPAQRDLYRDVMLENYSNLISLDLESSCVTKKLSPEKEIYEMESLQWENMGKRINHHLQYNGLGDNMECKGNLEGQEASQEGLYMCVKITCEEKATESHSTSSTFHRIIPTKEKLYKCKECRQGFSYLSCLIQHEENHNIEKCSEVKKHRNTFSKKPSYIQHQRIQTGEKPYECMECGKAFGRTSDLIQHQKIHTNEKPYQCNACGKAFIRGSQLTEHQRVHTGEKPYECKKCGKAFSYCSQYTLHQRIHSGEKPYECKDCGKAFILGSQLTYHQRI.... Result: 0 (no interaction). (4) The miRNA is hsa-miR-378g with sequence ACUGGGCUUGGAGUCAGAAG. The protein sequence of the target gene is MPEPTKKEENEVPAPAPPPEEPSKEKEAGTTPAKDWTLVETPPGEEQAKQNANSQLSILFIEKPQGGTVKVGEDITFIAKVKAEDLLRKPTIKWFKGKWMDLASKAGKHLQLKETFERHSRVYTFEMQIIKAKDNFAGNYRCEVTYKDKFDSCSFDLEVHESTGTTPNIDIRSAFKRSGEGQEDAGELDFSGLLKRREVKQQEEEPQVDVWELLKNAKPSEYEKIAFQYGITDLRGMLKRLKRMRREEKKSAAFAKILDPAYQVDKGGRVRFVVELADPKLEVKWYKNGQEIRPSTKYIF.... Result: 1 (interaction). (5) The miRNA is hsa-miR-4286 with sequence ACCCCACUCCUGGUACC. The protein sequence of the target gene is MAVDVAEYHLSVIKSPPGWEVGVYAAGALALLGIAAVSLWKLWTSGSFPSPSPFPNYDYRYLQQKYGESCAEAREKRVPAWNAQRASTRGPPSRKGSLSIEDTFESISELGPLELMGRELDLAPYGTLRKSQSADSLNSISSVSNTFGQDFTLGQVEVSMEYDTASHTLNVAVMQGKDLLEREEASFESCFMRVSLLPDEQIVGISRIQRNAYSIFFDEKFSIPLDPTALEEKSLRFSVFGIDEDERNVSTGVVELKLSVLDLPLQPFSGWLYLQDQNKAADAVGEILLSLSYLPTAERL.... Result: 0 (no interaction).